From a dataset of Forward reaction prediction with 1.9M reactions from USPTO patents (1976-2016). Predict the product of the given reaction. (1) Given the reactants [C:1]([C:3]1[CH:8]=[CH:7][C:6]([CH:9]2[C:14]([C:15]([OH:17])=O)=[C:13]([CH3:18])[N:12]([C:19]3[CH:24]=[CH:23][CH:22]=[C:21]([C:25]([F:28])([F:27])[F:26])[CH:20]=3)[C:11](=[O:29])[NH:10]2)=[C:5]([S:30]([C:33]2[CH:38]=[CH:37][CH:36]=[CH:35][CH:34]=2)(=[O:32])=[O:31])[CH:4]=1)#[N:2].C[N:40](C(ON1N=NC2C=CC=NC1=2)=[N+](C)C)C.F[P-](F)(F)(F)(F)F.[Cl-].[NH4+].N.CCN(C(C)C)C(C)C, predict the reaction product. The product is: [C:1]([C:3]1[CH:8]=[CH:7][C:6]([CH:9]2[C:14]([C:15]([NH2:40])=[O:17])=[C:13]([CH3:18])[N:12]([C:19]3[CH:24]=[CH:23][CH:22]=[C:21]([C:25]([F:26])([F:28])[F:27])[CH:20]=3)[C:11](=[O:29])[NH:10]2)=[C:5]([S:30]([C:33]2[CH:34]=[CH:35][CH:36]=[CH:37][CH:38]=2)(=[O:32])=[O:31])[CH:4]=1)#[N:2]. (2) Given the reactants [C:1]([NH:8][CH2:9][CH2:10]Br)([O:3][C:4]([CH3:7])([CH3:6])[CH3:5])=[O:2].[N-:12]=[N+:13]=[N-:14].[Na+], predict the reaction product. The product is: [C:1]([NH:8][CH2:9][CH2:10][N:12]=[N+:13]=[N-:14])([O:3][C:4]([CH3:7])([CH3:6])[CH3:5])=[O:2]. (3) Given the reactants [O:1]=[C:2]1[C:8](=[CH:9][C:10]2[C:18]3[C:13](=[CH:14][CH:15]=[CH:16][CH:17]=3)[N:12](C(OC(C)(C)C)=O)[N:11]=2)[C:7](=[O:26])[N:6]([C:27]2[CH:32]=[CH:31][CH:30]=[CH:29][CH:28]=2)[CH:5]=[CH:4][N:3]1[CH2:33][C:34]([N:36]([CH:45]([CH3:47])[CH3:46])[C:37]1[CH:42]=[CH:41][C:40]([O:43][CH3:44])=[CH:39][CH:38]=1)=[O:35].C(O)(C(F)(F)F)=O, predict the reaction product. The product is: [O:1]=[C:2]1[C:8](=[CH:9][C:10]2[C:18]3[C:13](=[CH:14][CH:15]=[CH:16][CH:17]=3)[NH:12][N:11]=2)[C:7](=[O:26])[N:6]([C:27]2[CH:28]=[CH:29][CH:30]=[CH:31][CH:32]=2)[CH:5]=[CH:4][N:3]1[CH2:33][C:34]([N:36]([CH:45]([CH3:47])[CH3:46])[C:37]1[CH:38]=[CH:39][C:40]([O:43][CH3:44])=[CH:41][CH:42]=1)=[O:35]. (4) Given the reactants [Cl:1][C:2]1[CH:3]=[C:4]([N:23]([CH2:41][CH3:42])[C@H:24]2[CH2:29][CH2:28][C@H:27]([N:30]([CH2:32][C:33]3[CH:38]=[CH:37][CH:36]=[C:35]([O:39][CH3:40])[CH:34]=3)[CH3:31])[CH2:26][CH2:25]2)[C:5]([CH3:22])=[C:6]([CH:21]=1)[C:7]([NH:9][CH2:10][C:11]1[C:12]([O:19]C)=[N:13][N:14]([CH2:17][CH3:18])[C:15]=1[CH3:16])=[O:8].C(=O)(O)[O-].[Na+], predict the reaction product. The product is: [Cl:1][C:2]1[CH:3]=[C:4]([N:23]([CH2:41][CH3:42])[C@H:24]2[CH2:25][CH2:26][C@H:27]([N:30]([CH2:32][C:33]3[CH:38]=[CH:37][CH:36]=[C:35]([O:39][CH3:40])[CH:34]=3)[CH3:31])[CH2:28][CH2:29]2)[C:5]([CH3:22])=[C:6]([CH:21]=1)[C:7]([NH:9][CH2:10][C:11]1[C:12](=[O:19])[NH:13][N:14]([CH2:17][CH3:18])[C:15]=1[CH3:16])=[O:8]. (5) Given the reactants [Cl:1][C:2]1[CH:7]=[CH:6][N:5]=[C:4]([NH2:8])[C:3]=1I.[CH3:10][N:11]1C(=O)CCC1, predict the reaction product. The product is: [NH2:8][C:4]1[N:5]=[CH:6][CH:7]=[C:2]([Cl:1])[C:3]=1[C:10]#[N:11]. (6) Given the reactants C[O:2][C:3]([C:5]1[C:10]([Cl:11])=[C:9]([NH2:12])[N:8]=[C:7]([C:13]2[CH:18]=[CH:17][C:16]([Cl:19])=[CH:15][C:14]=2[F:20])[N:6]=1)=[O:4].[OH-].[Na+].Cl, predict the reaction product. The product is: [NH2:12][C:9]1[N:8]=[C:7]([C:13]2[CH:18]=[CH:17][C:16]([Cl:19])=[CH:15][C:14]=2[F:20])[N:6]=[C:5]([C:3]([OH:4])=[O:2])[C:10]=1[Cl:11]. (7) Given the reactants C([O:8][C:9]1[CH:10]=[C:11]([C:16]2[N:20]([CH3:21])[N:19]=[CH:18][CH:17]=2)[CH:12]=[CH:13][C:14]=1[F:15])C1C=CC=CC=1, predict the reaction product. The product is: [F:15][C:14]1[CH:13]=[CH:12][C:11]([C:16]2[N:20]([CH3:21])[N:19]=[CH:18][CH:17]=2)=[CH:10][C:9]=1[OH:8]. (8) The product is: [CH2:18]([C:2]1[C:6]([C:7]#[N:8])=[C:5]([C:9]2[CH:14]=[CH:13][C:12]([CH3:15])=[CH:11][C:10]=2[F:16])[S:4][N:3]=1)[CH3:19]. Given the reactants Cl[C:2]1[C:6]([C:7]#[N:8])=[C:5]([C:9]2[CH:14]=[CH:13][C:12]([CH3:15])=[CH:11][C:10]=2[F:16])[S:4][N:3]=1.[Al](CC)(CC)[CH2:18][CH3:19], predict the reaction product. (9) Given the reactants [CH3:1][N:2]1[CH:6]=[C:5]([C:7]2[N:12]=[C:11]([C:13]3[CH:14]=[N:15][NH:16][CH:17]=3)[N:10]3[CH:18]=[CH:19][N:20]=[C:9]3[CH:8]=2)[CH:4]=[N:3]1.C[C:22](C)(C)[CH2:23][CH:24]=[CH:25][C:26]#[N:27].[N:30]1CCCN2CCCCCC=12, predict the reaction product. The product is: [CH3:1][N:2]1[CH:6]=[C:5]([C:7]2[N:12]=[C:11]([C:13]3[CH:14]=[N:15][N:16]([CH:24]([CH2:23][C:22]#[N:30])[CH2:25][C:26]#[N:27])[CH:17]=3)[N:10]3[CH:18]=[CH:19][N:20]=[C:9]3[CH:8]=2)[CH:4]=[N:3]1.